From a dataset of Forward reaction prediction with 1.9M reactions from USPTO patents (1976-2016). Predict the product of the given reaction. (1) The product is: [CH:22]([C:2]1[CH:3]=[CH:4][C:5]([NH:8][C:9](=[O:14])[C:10]([CH3:13])([CH3:12])[CH3:11])=[N:6][CH:7]=1)=[O:23]. Given the reactants Br[C:2]1[CH:3]=[CH:4][C:5]([NH:8][C:9](=[O:14])[C:10]([CH3:13])([CH3:12])[CH3:11])=[N:6][CH:7]=1.C([Li])CCC.CN(C)[CH:22]=[O:23].COC(C)(C)C, predict the reaction product. (2) The product is: [Cl:15][C:16]1[CH:24]=[C:23]2[C:19]([C:20]([C:25]([O:27][CH3:28])=[O:26])=[CH:21][NH:22]2)=[CH:18][C:17]=1[C:2]1[CH:7]=[CH:6][C:5]([C:8]([CH3:12])([CH3:11])[CH2:9][OH:10])=[C:4]([O:13][CH3:14])[CH:3]=1. Given the reactants Br[C:2]1[CH:7]=[CH:6][C:5]([C:8]([CH3:12])([CH3:11])[CH2:9][OH:10])=[C:4]([O:13][CH3:14])[CH:3]=1.[Cl:15][C:16]1[CH:24]=[C:23]2[C:19]([C:20]([C:25]([O:27][CH3:28])=[O:26])=[CH:21][NH:22]2)=[CH:18][C:17]=1B1OCC(C)(C)CO1.C(=O)([O-])[O-].[K+].[K+].C1(C)C=CC=CC=1, predict the reaction product. (3) Given the reactants [CH2:1]([CH:3]([CH2:7][CH:8]([CH2:12][CH3:13])[C:9]([OH:11])=[O:10])[C:4]([OH:6])=[O:5])[CH3:2].[CH2:14]([CH:16]([CH2:19][CH2:20][CH2:21][CH3:22])[CH2:17]O)[CH3:15].[OH-].[Na+], predict the reaction product. The product is: [CH2:1]([CH:3]([CH2:7][CH:8]([CH2:12][CH3:13])[C:9]([O:11][CH2:4][CH:3]([CH2:1][CH3:2])[CH2:7][CH2:8][CH2:12][CH3:13])=[O:10])[C:4]([O:6][CH2:17][CH:16]([CH2:14][CH3:15])[CH2:19][CH2:20][CH2:21][CH3:22])=[O:5])[CH3:2]. (4) Given the reactants [CH2:1]([O:8][C@H:9]([CH2:14][CH2:15][CH2:16][CH2:17][CH2:18][CH2:19][CH2:20][CH2:21][CH2:22][CH2:23][CH3:24])[CH2:10][C:11]([OH:13])=[O:12])[C:2]1[CH:7]=[CH:6][CH:5]=[CH:4][CH:3]=1.C1CCC(N=C=NC2CCCCC2)CC1.[CH2:40]([O:43][C:44]([O:46][C@H:47]1[C@H:52]([O:53][P:54]2(=[O:65])[O:60][CH2:59][C:58]3[CH:61]=[CH:62][CH:63]=[CH:64][C:57]=3[CH2:56][O:55]2)[C@@H:51]([CH2:66][O:67][CH2:68][C:69]2[CH:74]=[CH:73][CH:72]=[CH:71][CH:70]=2)[O:50][C@@H:49]([O:75][CH2:76][C@H:77]2[O:90][C@@H:81]([O:82][Si:83]([C:86]([CH3:89])([CH3:88])[CH3:87])([CH3:85])[CH3:84])[C@H:80]([N:91]=[N+:92]=[N-:93])[C@@H:79](O)[C@@H:78]2[O:95][CH2:96][C:97]2[CH:102]=[CH:101][CH:100]=[CH:99][CH:98]=2)[C@@H:48]1[NH:103][C:104](=[O:132])[CH2:105][C@H:106]([O:118][C:119](=[O:131])[CH2:120][CH2:121][CH2:122][CH2:123][CH2:124][CH2:125][CH2:126][CH2:127][CH2:128][CH2:129][CH3:130])[CH2:107][CH2:108][CH2:109][CH2:110][CH2:111][CH2:112][CH2:113][CH2:114][CH2:115][CH2:116][CH3:117])=[O:45])[CH:41]=[CH2:42], predict the reaction product. The product is: [CH2:40]([O:43][C:44]([O:46][C@H:47]1[C@H:52]([O:53][P:54]2(=[O:65])[O:60][CH2:59][C:58]3[CH:61]=[CH:62][CH:63]=[CH:64][C:57]=3[CH2:56][O:55]2)[C@@H:51]([CH2:66][O:67][CH2:68][C:69]2[CH:70]=[CH:71][CH:72]=[CH:73][CH:74]=2)[O:50][C@@H:49]([O:75][CH2:76][C@H:77]2[O:90][C@@H:81]([O:82][Si:83]([C:86]([CH3:87])([CH3:89])[CH3:88])([CH3:84])[CH3:85])[C@H:80]([N:91]=[N+:92]=[N-:93])[C@@H:79]([O:12][C:11](=[O:13])[CH2:10][C@H:9]([O:8][CH2:1][C:2]3[CH:7]=[CH:6][CH:5]=[CH:4][CH:3]=3)[CH2:14][CH2:15][CH2:16][CH2:17][CH2:18][CH2:19][CH2:20][CH2:21][CH2:22][CH2:23][CH3:24])[C@@H:78]2[O:95][CH2:96][C:97]2[CH:98]=[CH:99][CH:100]=[CH:101][CH:102]=2)[C@@H:48]1[NH:103][C:104](=[O:132])[CH2:105][C@H:106]([O:118][C:119](=[O:131])[CH2:120][CH2:121][CH2:122][CH2:123][CH2:124][CH2:125][CH2:126][CH2:127][CH2:128][CH2:129][CH3:130])[CH2:107][CH2:108][CH2:109][CH2:110][CH2:111][CH2:112][CH2:113][CH2:114][CH2:115][CH2:116][CH3:117])=[O:45])[CH:41]=[CH2:42]. (5) Given the reactants [NH2:1][CH:2]1[CH2:5][CH:4]([O:6][C:7]2[C:8]3[C:22]([C:23]#[N:24])=[CH:21][N:20]([CH2:25][O:26][CH2:27][CH2:28][Si:29]([CH3:32])([CH3:31])[CH3:30])[C:9]=3[N:10]=[C:11]([NH:13][C:14]3[CH:15]=[N:16][N:17]([CH3:19])[CH:18]=3)[N:12]=2)[CH2:3]1.[C:33](Cl)(=[O:36])[CH:34]=[CH2:35].CCN(C(C)C)C(C)C, predict the reaction product. The product is: [C:23]([C:22]1[C:8]2[C:7]([O:6][CH:4]3[CH2:3][CH:2]([NH:1][C:33](=[O:36])[CH:34]=[CH2:35])[CH2:5]3)=[N:12][C:11]([NH:13][C:14]3[CH:15]=[N:16][N:17]([CH3:19])[CH:18]=3)=[N:10][C:9]=2[N:20]([CH2:25][O:26][CH2:27][CH2:28][Si:29]([CH3:32])([CH3:31])[CH3:30])[CH:21]=1)#[N:24]. (6) Given the reactants [CH2:1]([O:8][C:9]1[CH:24]=[CH:23][C:12]2[O:13][C@@H:14]([CH2:17]OS(C)(=O)=O)[CH2:15][O:16][C:11]=2[CH:10]=1)[C:2]1[CH:7]=[CH:6][CH:5]=[CH:4][CH:3]=1.[NH:25]1[CH2:30][CH2:29][CH2:28][C@H:27]([C:31]2[CH:32]=[C:33]([OH:37])[CH:34]=[CH:35][CH:36]=2)[CH2:26]1.Br.C([O-])(O)=O.[Na+], predict the reaction product. The product is: [CH2:1]([O:8][C:9]1[CH:24]=[CH:23][C:12]2[O:13][C@@H:14]([CH2:17][N:25]3[CH2:30][CH2:29][CH2:28][C@H:27]([C:31]4[CH:32]=[C:33]([OH:37])[CH:34]=[CH:35][CH:36]=4)[CH2:26]3)[CH2:15][O:16][C:11]=2[CH:10]=1)[C:2]1[CH:3]=[CH:4][CH:5]=[CH:6][CH:7]=1.